Dataset: Catalyst prediction with 721,799 reactions and 888 catalyst types from USPTO. Task: Predict which catalyst facilitates the given reaction. (1) Reactant: [NH2:1][C:2]1[CH:15]=[CH:14][C:13]2[NH:12][C:11]3[C:6](=[CH:7][C:8]([N+:16]([O-])=O)=[CH:9][CH:10]=3)[C:5](=[O:19])[C:4]=2[CH:3]=1.O.O.O.O.O.O.O.O.O.[S-2].[Na+].[Na+].[OH-].[Na+].C(=O)(O)[O-].[Na+]. Product: [NH2:16][C:8]1[CH:9]=[CH:10][C:11]2[NH:12][C:13]3[C:4](=[CH:3][C:2]([NH2:1])=[CH:15][CH:14]=3)[C:5](=[O:19])[C:6]=2[CH:7]=1. The catalyst class is: 40. (2) Reactant: [C:1]([O:5][C:6]([N:8]1[CH2:13][CH2:12][CH:11]([NH:14][NH:15][C:16](OC(C)(C)C)=O)[CH2:10][CH2:9]1)=[O:7])([CH3:4])([CH3:3])[CH3:2].C(N(C(C)C)CC)(C)C.[NH2:32][C:33]1[N:38]=[C:37](Cl)[C:36](C=O)=[C:35]([Cl:42])[N:34]=1.C1(C)C=CC=CC=1. Product: [C:1]([O:5][C:6]([N:8]1[CH2:9][CH2:10][CH:11]([N:14]2[C:37]3=[N:38][C:33]([NH2:32])=[N:34][C:35]([Cl:42])=[C:36]3[CH:16]=[N:15]2)[CH2:12][CH2:13]1)=[O:7])([CH3:2])([CH3:3])[CH3:4]. The catalyst class is: 334.